From a dataset of Full USPTO retrosynthesis dataset with 1.9M reactions from patents (1976-2016). Predict the reactants needed to synthesize the given product. (1) Given the product [Cl:1][C:2]1[N:6]([C:7]2[N:11]([CH3:12])[N:10]=[CH:9][C:8]=2[Cl:13])[CH:5]=[C:4]([C:14]([NH:17][C@@H:18]([CH2:31][C:32]2[CH:37]=[CH:36][CH:35]=[C:34]([F:38])[CH:33]=2)[CH2:19][N:20]2[C:28](=[O:29])[C:27]3[C:22](=[CH:23][CH:24]=[CH:25][CH:26]=3)[C:21]2=[O:30])=[O:16])[CH:3]=1, predict the reactants needed to synthesize it. The reactants are: [Cl:1][C:2]1[N:6]([C:7]2[N:11]([CH3:12])[N:10]=[CH:9][C:8]=2[Cl:13])[CH:5]=[C:4]([C:14]([OH:16])=O)[CH:3]=1.[NH2:17][C@@H:18]([CH2:31][C:32]1[CH:37]=[CH:36][CH:35]=[C:34]([F:38])[CH:33]=1)[CH2:19][N:20]1[C:28](=[O:29])[C:27]2[C:22](=[CH:23][CH:24]=[CH:25][CH:26]=2)[C:21]1=[O:30].C(N(CC)C(C)C)(C)C.F[P-](F)(F)(F)(F)F.Br[P+](N1CCCC1)(N1CCCC1)N1CCCC1. (2) Given the product [NH2:20][C:5]1[C:6]([NH:8][CH2:9][C:10]2[CH:11]=[C:12]3[C:17](=[CH:18][CH:19]=2)[N:16]=[CH:15][CH:14]=[CH:13]3)=[N:7][C:2]([Cl:1])=[CH:3][C:4]=1[NH:23][C:24](=[O:26])[CH3:25], predict the reactants needed to synthesize it. The reactants are: [Cl:1][C:2]1[N:7]=[C:6]([NH:8][CH2:9][C:10]2[CH:11]=[C:12]3[C:17](=[CH:18][CH:19]=2)[N:16]=[CH:15][CH:14]=[CH:13]3)[C:5]([N+:20]([O-])=O)=[C:4]([NH:23][C:24](=[O:26])[CH3:25])[CH:3]=1. (3) Given the product [F:9][C:10]([F:18])([F:19])[C:11]1[CH:12]=[C:13]([NH:14][C:2]2[N:7]=[CH:6][C:5]([Br:8])=[CH:4][N:3]=2)[CH:15]=[CH:16][CH:17]=1, predict the reactants needed to synthesize it. The reactants are: Cl[C:2]1[N:7]=[CH:6][C:5]([Br:8])=[CH:4][N:3]=1.[F:9][C:10]([F:19])([F:18])[C:11]1[CH:12]=[C:13]([CH:15]=[CH:16][CH:17]=1)[NH2:14].C(OC1C=CC(C=O)=CC=1)C1C=CC=CC=1. (4) Given the product [Cl:1][C:2]1[N:7]=[C:6]([CH3:11])[C:5]([Cl:9])=[CH:4][N:3]=1, predict the reactants needed to synthesize it. The reactants are: [Cl:1][C:2]1[N:7]=[C:6](Cl)[C:5]([Cl:9])=[CH:4][N:3]=1.Cl[C:11]1C(C)=NC(C)=NC=1.